Dataset: Reaction yield outcomes from USPTO patents with 853,638 reactions. Task: Predict the reaction yield, written as a fraction of the theoretical maximum amount of product (1.0 means a 100% yield; for example, 0.34 means a 34% yield). (1) The reactants are [F:1][C:2]1[CH:7]=[CH:6][C:5]([C:8]2[C:16]3[C:11](=[CH:12][CH:13]=[C:14]([C:17]4[NH:21][C:20](=[O:22])[O:19][N:18]=4)[CH:15]=3)[N:10](C3CCCCO3)[N:9]=2)=[CH:4][CH:3]=1.Cl.[OH-].[Na+]. The catalyst is O1CCOCC1.CO. The product is [F:1][C:2]1[CH:7]=[CH:6][C:5]([C:8]2[C:16]3[C:11](=[CH:12][CH:13]=[C:14]([C:17]4[NH:21][C:20](=[O:22])[O:19][N:18]=4)[CH:15]=3)[NH:10][N:9]=2)=[CH:4][CH:3]=1. The yield is 0.190. (2) The reactants are [N:1]1[CH:6]=[CH:5][CH:4]=[N:3][C:2]=1[N:7]1[CH2:12][CH:11]=[C:10]([C:13]([OH:15])=O)[CH2:9][CH2:8]1.C(Cl)(C(Cl)=O)=O.N1C=CC=CC=1.[C:28]([C:32]1[CH:38]=[CH:37][C:35]([NH2:36])=[CH:34][CH:33]=1)([CH3:31])([CH3:30])[CH3:29]. The catalyst is C(Cl)Cl.C1(C)C=CC=CC=1.CN(C1C=CN=CC=1)C.O.CN(C=O)C. The product is [C:28]([C:32]1[CH:33]=[CH:34][C:35]([NH:36][C:13]([C:10]2[CH2:9][CH2:8][N:7]([C:2]3[N:1]=[CH:6][CH:5]=[CH:4][N:3]=3)[CH2:12][CH:11]=2)=[O:15])=[CH:37][CH:38]=1)([CH3:31])([CH3:29])[CH3:30]. The yield is 0.630. (3) The reactants are [H-].[Na+].[Br:3][C:4]1[CH:9]=[CH:8][CH:7]=[CH:6][C:5]=1[SH:10].Cl[C:12]1[C:13]2[C:18]([N:19]=[C:20]3[C:25]=1[CH:24]=[CH:23][CH:22]=[CH:21]3)=[CH:17][CH:16]=[CH:15][CH:14]=2. The catalyst is CN(C)C=O. The product is [Br:3][C:4]1[CH:9]=[CH:8][CH:7]=[CH:6][C:5]=1[S:10][C:12]1[C:13]2[C:18]([N:19]=[C:20]3[C:25]=1[CH:24]=[CH:23][CH:22]=[CH:21]3)=[CH:17][CH:16]=[CH:15][CH:14]=2. The yield is 0.290. (4) The reactants are [CH3:1][C:2]1[CH:3]=[C:4]([C:8]([OH:10])=O)[O:5][C:6]=1[CH3:7].C(N(CC)CC)C.CN(C(ON1N=NC2C=CC=NC1=2)=[N+](C)C)C.F[P-](F)(F)(F)(F)F.[NH2:42][C:43]1[CH:59]=[CH:58][C:46]([O:47][CH2:48][CH2:49][NH:50]C(=O)OC(C)(C)C)=[C:45]([C:60]2[N:64]([CH3:65])[N:63]=[CH:62][CH:61]=2)[CH:44]=1.Cl.CCOCC. The catalyst is ClCCl. The product is [NH2:50][CH2:49][CH2:48][O:47][C:46]1[CH:58]=[CH:59][C:43]([NH:42][C:8]([C:4]2[O:5][C:6]([CH3:7])=[C:2]([CH3:1])[CH:3]=2)=[O:10])=[CH:44][C:45]=1[C:60]1[N:64]([CH3:65])[N:63]=[CH:62][CH:61]=1. The yield is 0.473. (5) The reactants are [CH3:1][NH:2][CH2:3][C:4]1[C:8]2[CH:9]=[CH:10][CH:11]=[CH:12][C:7]=2[O:6][C:5]=1[CH3:13].[CH3:14][C:15]1([CH3:31])[O:20][C:19]2[CH:21]=[C:22]([CH:25]=[CH:26][C:27]([OH:29])=O)[CH:23]=[N:24][C:18]=2[NH:17][C:16]1=[O:30]. No catalyst specified. The product is [CH3:31][C:15]1([CH3:14])[O:20][C:19]2[CH:21]=[C:22](/[CH:25]=[CH:26]/[C:27]([N:2]([CH3:1])[CH2:3][C:4]3[C:8]4[CH:9]=[CH:10][CH:11]=[CH:12][C:7]=4[O:6][C:5]=3[CH3:13])=[O:29])[CH:23]=[N:24][C:18]=2[NH:17][C:16]1=[O:30]. The yield is 0.810. (6) The reactants are [C:1]([O:5][C:6]([N:8]1[CH2:14][CH2:13][CH2:12][C:11](=[O:15])[CH2:10][CH2:9]1)=[O:7])([CH3:4])([CH3:3])[CH3:2].[Cl:16][C:17]1[CH:22]=[CH:21][C:20]([Mg]Br)=[CH:19][CH:18]=1.C(OCC)C. The catalyst is C1COCC1. The product is [C:1]([O:5][C:6]([N:8]1[CH2:14][CH2:13][CH2:12][C:11]([C:20]2[CH:21]=[CH:22][C:17]([Cl:16])=[CH:18][CH:19]=2)([OH:15])[CH2:10][CH2:9]1)=[O:7])([CH3:4])([CH3:2])[CH3:3]. The yield is 0.960. (7) The reactants are [F:1][C:2]1[C:3]([NH:17][CH2:18][OH:19])=[N:4][C:5]([O:8][CH2:9][C:10]2[CH:15]=[CH:14][C:13]([F:16])=[CH:12][CH:11]=2)=[N:6][CH:7]=1.[CH3:20][C:21]([CH3:26])([CH3:25])[C:22](Cl)=[O:23]. The catalyst is N1C=CC=CC=1. The product is [F:1][C:2]1[C:3]([NH:17][CH2:18][O:19][C:22](=[O:23])[C:21]([CH3:26])([CH3:25])[CH3:20])=[N:4][C:5]([O:8][CH2:9][C:10]2[CH:11]=[CH:12][C:13]([F:16])=[CH:14][CH:15]=2)=[N:6][CH:7]=1. The yield is 0.600. (8) The yield is 0.780. The catalyst is C1(C)C=CC=CC=1.O. The reactants are [CH:1]1([NH2:7])[CH2:6][CH2:5][CH2:4][CH2:3][CH2:2]1.C([O:10][C:11]([C:13]1[C:14](=[O:32])[N:15]([CH2:25][C:26]2[CH:31]=[CH:30][CH:29]=[CH:28][CH:27]=2)[C:16]2[C:21]([C:22]=1[OH:23])=[CH:20][C:19]([F:24])=[CH:18][CH:17]=2)=O)C. The product is [CH:1]1([NH:7][C:11]([C:13]2[C:14](=[O:32])[N:15]([CH2:25][C:26]3[CH:31]=[CH:30][CH:29]=[CH:28][CH:27]=3)[C:16]3[C:21]([C:22]=2[OH:23])=[CH:20][C:19]([F:24])=[CH:18][CH:17]=3)=[O:10])[CH2:6][CH2:5][CH2:4][CH2:3][CH2:2]1. (9) The reactants are [N+:1]([C:4]1[CH:5]=[C:6]2[C:10](=[CH:11][CH:12]=1)[NH:9][CH:8]=[CH:7]2)([O-:3])=[O:2].O[CH2:14][N:15]1[CH2:19][CH:18]([CH2:20][CH2:21][CH3:22])[CH2:17][C:16]1=[O:23]. The catalyst is C1(C)C=CC=CC=1. The product is [N+:1]([C:4]1[CH:5]=[C:6]2[C:10](=[CH:11][CH:12]=1)[NH:9][CH:8]=[C:7]2[CH2:14][N:15]1[CH2:19][CH:18]([CH2:20][CH2:21][CH3:22])[CH2:17][C:16]1=[O:23])([O-:3])=[O:2]. The yield is 0.440.